Dataset: Forward reaction prediction with 1.9M reactions from USPTO patents (1976-2016). Task: Predict the product of the given reaction. (1) Given the reactants Cl[C:2]1[N:7]=[C:6]([C:8]#[N:9])[C:5]2[N:10]=[CH:11][N:12]([CH3:13])[C:4]=2[CH:3]=1.[OH:14][CH2:15][CH2:16][O:17][C:18]1[CH:23]=[CH:22][C:21](B(O)O)=[CH:20][C:19]=1[C:27]([F:30])([F:29])[F:28].C1(P(C2CCCCC2)C2CCCCC2)CCCCC1.P([O-])([O-])([O-])=O.[K+].[K+].[K+], predict the reaction product. The product is: [OH:14][CH2:15][CH2:16][O:17][C:18]1[CH:23]=[CH:22][C:21]([C:2]2[N:7]=[C:6]([C:8]#[N:9])[C:5]3[N:10]=[CH:11][N:12]([CH3:13])[C:4]=3[CH:3]=2)=[CH:20][C:19]=1[C:27]([F:28])([F:29])[F:30]. (2) Given the reactants Br[C:2]1[CH:3]=[C:4]2[C:10]([CH:11]([C:13]3[C:18]([Cl:19])=[CH:17][CH:16]=[CH:15][C:14]=3[Cl:20])[CH3:12])=[CH:9][NH:8][C:5]2=[N:6][CH:7]=1.Cl.CC1(C)C(C)(C)OB([C:30]2[CH:31]=[N:32][N:33]([CH:35]3[CH2:40][CH2:39][NH:38][CH2:37][CH2:36]3)[CH:34]=2)O1.C(=O)([O-])[O-].[K+].[K+], predict the reaction product. The product is: [Cl:20][C:14]1[CH:15]=[CH:16][CH:17]=[C:18]([Cl:19])[C:13]=1[CH:11]([C:10]1[C:4]2[C:5](=[N:6][CH:7]=[C:2]([C:30]3[CH:31]=[N:32][N:33]([CH:35]4[CH2:40][CH2:39][NH:38][CH2:37][CH2:36]4)[CH:34]=3)[CH:3]=2)[NH:8][CH:9]=1)[CH3:12]. (3) Given the reactants [Br:1][C:2]1[CH:3]=[C:4]2[C:9](=[CH:10][CH:11]=1)[N:8]=[CH:7][NH:6][C:5]2=O.CCN(C1C=CC=CC=1)CC.O=P(Cl)(Cl)[Cl:26], predict the reaction product. The product is: [Br:1][C:2]1[CH:3]=[C:4]2[C:9](=[CH:10][CH:11]=1)[N:8]=[CH:7][N:6]=[C:5]2[Cl:26].